Predict the product of the given reaction. From a dataset of Forward reaction prediction with 1.9M reactions from USPTO patents (1976-2016). (1) Given the reactants [CH3:1][C:2]([C:5]([NH:7][C:8]1[CH:13]=[CH:12][C:11]([O:14][C:15]2[C:20]3[C:21]([CH3:24])=[N:22][O:23][C:19]=3[CH:18]=[CH:17][CH:16]=2)=[CH:10][CH:9]=1)=[O:6])([CH3:4])[NH2:3].C(N(CC)CC)C.Cl[C:33](Cl)([O:35]C(=O)OC(Cl)(Cl)Cl)Cl, predict the reaction product. The product is: [CH3:4][C:2]1([CH3:1])[NH:3][C:33](=[O:35])[N:7]([C:8]2[CH:13]=[CH:12][C:11]([O:14][C:15]3[C:20]4[C:21]([CH3:24])=[N:22][O:23][C:19]=4[CH:18]=[CH:17][CH:16]=3)=[CH:10][CH:9]=2)[C:5]1=[O:6]. (2) Given the reactants [Br:1][C:2]1[CH:3]=[C:4]([C:16]([NH2:18])=[O:17])[C:5]2[NH:6][C:7]3[C:12]([C:13]=2[CH:14]=1)=[CH:11][CH:10]=[C:9](I)[CH:8]=3.CC1(C)C(C)(C)OB([C:27]2[CH2:32][CH2:31][N:30]([C:33]([O:35][C:36]([CH3:39])([CH3:38])[CH3:37])=[O:34])[CH2:29][CH:28]=2)O1.C([O-])([O-])=O.[Na+].[Na+].C1(C)C=CC=CC=1, predict the reaction product. The product is: [Br:1][C:2]1[CH:14]=[C:13]2[C:5](=[C:4]([C:16](=[O:17])[NH2:18])[CH:3]=1)[NH:6][C:7]1[CH:8]=[C:9]([C:27]3[CH2:32][CH2:31][N:30]([C:33]([O:35][C:36]([CH3:39])([CH3:38])[CH3:37])=[O:34])[CH2:29][CH:28]=3)[CH:10]=[CH:11][C:12]2=1. (3) Given the reactants CC[C@H]1[C@H]2C[C@H]([C@H](OC3C4C(=CC=CC=4)C(O[C@H](C4C=CN=C5C=4C=C(OC)C=C5)[C@@H]4N5C[C@H](CC)[C@@H](CC5)C4)=NN=3)C3C=CN=C4C=3C=C([O:22]C)C=C4)N(CC2)C1.[Cl:59][C:60]1[CH:65]=[CH:64][C:63]([C:66]2[C:75]3[C:70](=[CH:71][CH:72]=[CH:73][CH:74]=3)[CH:69]=[C:68](C)[C:67]=2C=C)=[CH:62][CH:61]=1.S([O-])([O-])=O.[Na+].[Na+].[C:85]([OH:89])(C)([CH3:87])[CH3:86], predict the reaction product. The product is: [Cl:59][C:60]1[CH:65]=[CH:64][C:63]([C:66]2[C:75]3[C:70](=[CH:71][CH:72]=[CH:73][CH:74]=3)[CH:69]=[C:68]([CH3:67])[C:86]=2[C@H:85]([OH:89])[CH2:87][OH:22])=[CH:62][CH:61]=1.